This data is from Peptide-MHC class II binding affinity with 134,281 pairs from IEDB. The task is: Regression. Given a peptide amino acid sequence and an MHC pseudo amino acid sequence, predict their binding affinity value. This is MHC class II binding data. (1) The peptide sequence is RAMFVEDIAMGYVVS. The MHC is DRB1_0101 with pseudo-sequence DRB1_0101. The binding affinity (normalized) is 1.00. (2) The peptide sequence is QDVLLFTPASTEPQS. The MHC is DRB1_0405 with pseudo-sequence DRB1_0405. The binding affinity (normalized) is 0.986. (3) The peptide sequence is GRKRPIVRILRRVHH. The MHC is DRB5_0101 with pseudo-sequence DRB5_0101. The binding affinity (normalized) is 0.470. (4) The binding affinity (normalized) is 0. The peptide sequence is RGDSRLTYQWHKEGS. The MHC is DRB5_0101 with pseudo-sequence DRB5_0101.